Dataset: Catalyst prediction with 721,799 reactions and 888 catalyst types from USPTO. Task: Predict which catalyst facilitates the given reaction. (1) Reactant: [NH2:1][C@@H:2]([CH2:6][CH2:7][CH3:8])[CH2:3][CH2:4][OH:5].[NH2:9][C:10]1[N:15]=[C:14](Cl)[C:13]([CH2:17][C:18]2[CH:19]=[C:20]([CH2:25][C:26]#[N:27])[CH:21]=[CH:22][C:23]=2[F:24])=[C:12]([CH3:28])[N:11]=1. Product: [NH2:9][C:10]1[N:15]=[C:14]([NH:1][C@@H:2]([CH2:6][CH2:7][CH3:8])[CH2:3][CH2:4][OH:5])[C:13]([CH2:17][C:18]2[CH:19]=[C:20]([CH2:25][C:26]#[N:27])[CH:21]=[CH:22][C:23]=2[F:24])=[C:12]([CH3:28])[N:11]=1. The catalyst class is: 51. (2) Reactant: [Br:1][C:2]1[CH:9]=[C:8](F)[C:7]([F:11])=[CH:6][C:3]=1[C:4]#[N:5].Cl.[NH2:13][C@@H:14]([C:19]([NH2:21])=[O:20])[CH2:15][CH:16]([CH3:18])[CH3:17].CCN(C(C)C)C(C)C.O. Product: [Br:1][C:2]1[C:3]([C:4]#[N:5])=[CH:6][C:7]([F:11])=[C:8]([NH:13][C@H:14]([CH2:15][CH:16]([CH3:18])[CH3:17])[C:19]([NH2:21])=[O:20])[CH:9]=1. The catalyst class is: 197.